This data is from Forward reaction prediction with 1.9M reactions from USPTO patents (1976-2016). The task is: Predict the product of the given reaction. Given the reactants NC1N=CN=C2N(C3CN(C(OC(C)(C)C)=O)C3)N=C(I)C=12.[NH2:23][C:24]1[N:29]=[CH:28][N:27]=[C:26]2[N:30]([CH:45]3[CH2:49]C[N:47](C(OC(C)(C)C)=O)[CH2:46]3)[N:31]=[C:32]([C:33]#[C:34][C:35]3[CH:40]=[C:39]([O:41][CH3:42])[CH:38]=[C:37]([O:43][CH3:44])[CH:36]=3)[C:25]=12, predict the reaction product. The product is: [NH:47]1[CH2:46][CH:45]([N:30]2[C:26]3=[N:27][CH:28]=[N:29][C:24]([NH2:23])=[C:25]3[C:32]([C:33]#[C:34][C:35]3[CH:36]=[C:37]([O:43][CH3:44])[CH:38]=[C:39]([O:41][CH3:42])[CH:40]=3)=[N:31]2)[CH2:49]1.